Dataset: Forward reaction prediction with 1.9M reactions from USPTO patents (1976-2016). Task: Predict the product of the given reaction. (1) The product is: [O:10]1[C:11]2[CH:17]=[CH:16][CH:15]=[CH:14][C:12]=2[N:13]=[C:9]1[C:6]1[CH:7]=[CH:8][C:3]([CH2:2][C:21]#[N:22])=[C:4]([O:18][CH3:19])[CH:5]=1. Given the reactants Br[CH2:2][C:3]1[CH:8]=[CH:7][C:6]([C:9]2[O:10][C:11]3[CH:17]=[CH:16][CH:15]=[CH:14][C:12]=3[N:13]=2)=[CH:5][C:4]=1[O:18][CH3:19].O.[C-:21]#[N:22].[Na+], predict the reaction product. (2) Given the reactants C(Cl)Cl.[Cl:4][C:5]1[CH:6]=[C:7]([NH:20][C:21]2[C:26]3[C:27]4[CH2:35][CH2:34][C:33]5[N:32]([CH2:36][CH2:37]O)[N:31]=[CH:30][C:29]=5[C:28]=4[S:39][C:25]=3[N:24]=[CH:23][N:22]=2)[CH:8]=[CH:9][C:10]=1[O:11][CH2:12][C:13]1[CH:18]=[CH:17][CH:16]=[C:15]([F:19])[CH:14]=1.S(Br)([Br:42])=O, predict the reaction product. The product is: [Br:42][CH2:37][CH2:36][N:32]1[C:33]2[CH2:34][CH2:35][C:27]3[C:26]4[C:25](=[N:24][CH:23]=[N:22][C:21]=4[NH:20][C:7]4[CH:8]=[CH:9][C:10]([O:11][CH2:12][C:13]5[CH:18]=[CH:17][CH:16]=[C:15]([F:19])[CH:14]=5)=[C:5]([Cl:4])[CH:6]=4)[S:39][C:28]=3[C:29]=2[CH:30]=[N:31]1. (3) Given the reactants Cl[C:2]1[CH:3]=[CH:4][CH:5]=[C:6]2[C:10]=1[C:9](=[O:11])[CH:8]([CH3:12])[CH2:7]2.[CH3:13][C:14]1[CH:19]=[CH:18][C:17](B(O)O)=[CH:16][CH:15]=1.C(=O)([O-])[O-].[Na+].[Na+].O, predict the reaction product. The product is: [CH3:12][CH:8]1[CH2:7][C:6]2[C:10](=[C:2]([C:17]3[CH:18]=[CH:19][C:14]([CH3:13])=[CH:15][CH:16]=3)[CH:3]=[CH:4][CH:5]=2)[C:9]1=[O:11]. (4) The product is: [Cl:26][C:20]1[CH:19]=[C:18]([CH3:23])[N:17]=[C:16]([NH:15][C:5]2[CH:6]=[CH:7][C:8]([N:9]3[CH:13]=[C:12]([CH3:14])[N:11]=[CH:10]3)=[C:3]([O:2][CH3:1])[CH:4]=2)[N:21]=1. Given the reactants [CH3:1][O:2][C:3]1[CH:4]=[C:5]([NH:15][C:16]2[N:21]=[C:20](O)[CH:19]=[C:18]([CH3:23])[N:17]=2)[CH:6]=[CH:7][C:8]=1[N:9]1[CH:13]=[C:12]([CH3:14])[N:11]=[CH:10]1.P(Cl)(Cl)([Cl:26])=O, predict the reaction product. (5) Given the reactants [CH3:1][C:2]1[N:3]=[C:4]([CH2:7][CH2:8][CH3:9])[NH:5][CH:6]=1.C([O-])([O-])=O.[Cs+].[Cs+].CN[C@@H]1CCCC[C@H]1NC.Br[C:27]1[N:28]=[CH:29][S:30][C:31]=1[NH:32][C:33](=[O:35])[CH3:34], predict the reaction product. The product is: [CH3:1][C:2]1[N:3]=[C:4]([CH2:7][CH2:8][CH3:9])[N:5]([C:27]2[N:28]=[CH:29][S:30][C:31]=2[NH:32][C:33](=[O:35])[CH3:34])[CH:6]=1.